This data is from Reaction yield outcomes from USPTO patents with 853,638 reactions. The task is: Predict the reaction yield, written as a fraction of the theoretical maximum amount of product (1.0 means a 100% yield; for example, 0.34 means a 34% yield). (1) The reactants are [CH:1]([C@H:4]1[CH2:8][O:7][C:6](=[O:9])[NH:5]1)([CH3:3])[CH3:2].[Li]CCCC.[C:15](Cl)(=[O:22])[CH2:16][CH2:17][CH2:18][CH2:19][CH2:20][CH3:21].[NH4+].[Cl-]. The catalyst is C1COCC1. The product is [C:15]([N:5]1[C@@H:4]([CH:1]([CH3:3])[CH3:2])[CH2:8][O:7][C:6]1=[O:9])(=[O:22])[CH2:16][CH2:17][CH2:18][CH2:19][CH2:20][CH3:21]. The yield is 0.820. (2) The reactants are [Cl:1][C:2]1[CH:7]=[CH:6][CH:5]=[C:4]([Cl:8])[C:3]=1[C:9]1[C:13]([CH2:14][O:15][C:16]2[CH:21]=[CH:20][C:19]([C:22]3[CH:31]=[C:30]4[C:25]([C:26]([C:32]([O:34]C)=[O:33])=[CH:27][CH:28]=[N:29]4)=[CH:24][CH:23]=3)=[CH:18][CH:17]=2)=[C:12]([CH:36]([CH3:38])[CH3:37])[O:11][N:10]=1.CCO.O.[OH-].[Na+]. The catalyst is C1COCC1. The product is [Cl:8][C:4]1[CH:5]=[CH:6][CH:7]=[C:2]([Cl:1])[C:3]=1[C:9]1[C:13]([CH2:14][O:15][C:16]2[CH:21]=[CH:20][C:19]([C:22]3[CH:31]=[C:30]4[C:25]([C:26]([C:32]([OH:34])=[O:33])=[CH:27][CH:28]=[N:29]4)=[CH:24][CH:23]=3)=[CH:18][CH:17]=2)=[C:12]([CH:36]([CH3:38])[CH3:37])[O:11][N:10]=1. The yield is 0.790. (3) The reactants are [BH4-].C([N+](CCCC)(CCCC)CCCC)CCC.[Br:19][C:20]1[NH:21][C:22](Br)=[C:23]([N+:25]([O-:27])=[O:26])[N:24]=1. The catalyst is O1CCOCC1. The product is [Br:19][C:20]1[NH:21][CH:22]=[C:23]([N+:25]([O-:27])=[O:26])[N:24]=1. The yield is 0.710. (4) The product is [C:17]1([C:14]2[O:13][C:12]([CH2:11][CH2:10][CH2:9][CH2:8][CH2:7][CH2:6][C:5]([OH:23])=[O:4])=[N:16][CH:15]=2)[CH:18]=[CH:19][CH:20]=[CH:21][CH:22]=1. The catalyst is O.CO. The reactants are [OH-].[Na+].C[O:4][C:5](=[O:23])[CH2:6][CH2:7][CH2:8][CH2:9][CH2:10][CH2:11][C:12]1[O:13][C:14]([C:17]2[CH:22]=[CH:21][CH:20]=[CH:19][CH:18]=2)=[CH:15][N:16]=1.Cl. The yield is 0.850.